The task is: Predict which catalyst facilitates the given reaction.. This data is from Catalyst prediction with 721,799 reactions and 888 catalyst types from USPTO. Reactant: [F:1][C:2]([F:49])([F:48])[C:3]1[CH:4]=[C:5]([C@H:13]([N:15]([CH3:47])[C:16]([N:18]2[CH2:38][CH2:37][C@:21]3([N:25](C(OCC4C=CC=CC=4)=O)[C:24](=[O:36])[CH2:23][CH2:22]3)[CH2:20][C@@H:19]2[C:39]2[CH:44]=[CH:43][C:42]([F:45])=[CH:41][C:40]=2[CH3:46])=[O:17])[CH3:14])[CH:6]=[C:7]([C:9]([F:12])([F:11])[F:10])[CH:8]=1. Product: [F:49][C:2]([F:1])([F:48])[C:3]1[CH:4]=[C:5]([C@H:13]([N:15]([CH3:47])[C:16]([N:18]2[CH2:38][CH2:37][C@:21]3([NH:25][C:24](=[O:36])[CH2:23][CH2:22]3)[CH2:20][C@@H:19]2[C:39]2[CH:44]=[CH:43][C:42]([F:45])=[CH:41][C:40]=2[CH3:46])=[O:17])[CH3:14])[CH:6]=[C:7]([C:9]([F:10])([F:11])[F:12])[CH:8]=1. The catalyst class is: 19.